This data is from Full USPTO retrosynthesis dataset with 1.9M reactions from patents (1976-2016). The task is: Predict the reactants needed to synthesize the given product. (1) Given the product [Cl:1][C:2]1[CH:3]=[CH:4][C:5]([N:8]([C@H:12]2[C:21]3[C:16](=[CH:17][CH:18]=[CH:19][CH:20]=3)[N:15]([C:22](=[O:30])[C:23]3[CH:24]=[CH:25][C:26]([O:29][CH2:39][CH2:40][CH2:41][N:42]4[CH2:46][CH2:45][CH2:44][CH2:43]4)=[CH:27][CH:28]=3)[C@@H:14]([CH3:31])[CH2:13]2)[C:9](=[O:11])[CH3:10])=[CH:6][CH:7]=1, predict the reactants needed to synthesize it. The reactants are: [Cl:1][C:2]1[CH:7]=[CH:6][C:5]([N:8]([C@H:12]2[C:21]3[C:16](=[CH:17][CH:18]=[CH:19][CH:20]=3)[N:15]([C:22](=[O:30])[C:23]3[CH:28]=[CH:27][C:26]([OH:29])=[CH:25][CH:24]=3)[C@@H:14]([CH3:31])[CH2:13]2)[C:9](=[O:11])[CH3:10])=[CH:4][CH:3]=1.C([O-])([O-])=O.[K+].[K+].Br[CH2:39][CH2:40][CH2:41][N:42]1[CH2:46][CH2:45][CH2:44][CH2:43]1. (2) Given the product [F:31][C:2]([F:1])([F:32])[C:3]1[CH:8]=[CH:7][C:6]([C:9]2[O:10][C:11]3[C:16]([N:17]=2)=[CH:15][C:14]([CH:18]2[CH2:23][CH2:22][N:21]([C:24]([O:26][C:27]([CH3:28])([CH3:29])[CH3:30])=[O:25])[CH2:20][CH2:19]2)=[CH:13][N:12]=3)=[CH:5][CH:4]=1, predict the reactants needed to synthesize it. The reactants are: [F:1][C:2]([F:32])([F:31])[C:3]1[CH:8]=[CH:7][C:6]([C:9]2[O:10][C:11]3[C:16]([N:17]=2)=[CH:15][C:14]([C:18]2[CH2:23][CH2:22][N:21]([C:24]([O:26][C:27]([CH3:30])([CH3:29])[CH3:28])=[O:25])[CH2:20][CH:19]=2)=[CH:13][N:12]=3)=[CH:5][CH:4]=1.